This data is from Forward reaction prediction with 1.9M reactions from USPTO patents (1976-2016). The task is: Predict the product of the given reaction. (1) The product is: [C:1]1([N:7]([C:16]2[CH:21]=[CH:20][CH:19]=[CH:18][CH:17]=2)[C:8]2[CH:15]=[CH:14][C:11]([CH:12]=[CH2:23])=[CH:10][CH:9]=2)[CH:6]=[CH:5][CH:4]=[CH:3][CH:2]=1. Given the reactants [C:1]1([N:7]([C:16]2[CH:21]=[CH:20][CH:19]=[CH:18][CH:17]=2)[C:8]2[CH:15]=[CH:14][C:11]([CH:12]=O)=[CH:10][CH:9]=2)[CH:6]=[CH:5][CH:4]=[CH:3][CH:2]=1.O1CCC[CH2:23]1.CC(C)([O-])C.[K+], predict the reaction product. (2) The product is: [CH3:1][O:2][C:3]1[CH:4]=[C:5]([CH3:26])[C:6]([S:10]([N:13]([CH3:14])[CH2:15][C:16]2[O:20][N:19]=[C:18]([C:21]([N:38]3[CH2:37][CH2:36][N:35]([CH2:34][CH:31]4[CH2:32][CH2:33][N:28]([CH3:27])[CH2:29][CH2:30]4)[CH2:40][CH2:39]3)=[O:23])[N:17]=2)(=[O:11])=[O:12])=[C:7]([CH3:9])[CH:8]=1. Given the reactants [CH3:1][O:2][C:3]1[CH:8]=[C:7]([CH3:9])[C:6]([S:10]([N:13]([CH2:15][C:16]2[O:20][N:19]=[C:18]([C:21]([O:23]CC)=O)[N:17]=2)[CH3:14])(=[O:12])=[O:11])=[C:5]([CH3:26])[CH:4]=1.[CH3:27][N:28]1[CH2:33][CH2:32][CH:31]([CH2:34][N:35]2[CH2:40][CH2:39][NH:38][CH2:37][CH2:36]2)[CH2:30][CH2:29]1.C[Al](C)C, predict the reaction product. (3) Given the reactants I[C:2]1[CH:7]=[CH:6][N:5]=[C:4]([NH2:8])[CH:3]=1.[NH:9]1[C:17]2[C:12](=[CH:13][CH:14]=[CH:15][CH:16]=2)[C:11]2([CH2:21][CH2:20][CH2:19][CH2:18]2)[C:10]1=[O:22], predict the reaction product. The product is: [NH2:8][C:4]1[CH:3]=[C:2]([N:9]2[C:17]3[C:12](=[CH:13][CH:14]=[CH:15][CH:16]=3)[C:11]3([CH2:21][CH2:20][CH2:19][CH2:18]3)[C:10]2=[O:22])[CH:7]=[CH:6][N:5]=1. (4) Given the reactants C[Al](C)C.[NH2:5][C:6]1[CH:13]=[CH:12][C:9]([C:10]#[N:11])=[CH:8][N:7]=1.[Si:14]([O:21][CH2:22][CH2:23][CH2:24][C@H:25]([O:30][C:31]1[N:36]=[CH:35][N:34]=[C:33]2[N:37]([C:40]3[C:45]([Cl:46])=[CH:44][CH:43]=[CH:42][N:41]=3)[N:38]=[CH:39][C:32]=12)[C:26](OC)=[O:27])([C:17]([CH3:20])([CH3:19])[CH3:18])([CH3:16])[CH3:15], predict the reaction product. The product is: [Si:14]([O:21][CH2:22][CH2:23][CH2:24][C@H:25]([O:30][C:31]1[N:36]=[CH:35][N:34]=[C:33]2[N:37]([C:40]3[C:45]([Cl:46])=[CH:44][CH:43]=[CH:42][N:41]=3)[N:38]=[CH:39][C:32]=12)[C:26]([NH:5][C:6]1[CH:13]=[CH:12][C:9]([C:10]#[N:11])=[CH:8][N:7]=1)=[O:27])([C:17]([CH3:19])([CH3:20])[CH3:18])([CH3:15])[CH3:16].